This data is from Catalyst prediction with 721,799 reactions and 888 catalyst types from USPTO. The task is: Predict which catalyst facilitates the given reaction. (1) Reactant: [CH3:1][O:2][C:3]1[CH:24]=[CH:23][C:6]([CH2:7][N:8]2[C:12]3=[N:13][C:14]([O:17][CH2:18][CH2:19][CH2:20][CH2:21][OH:22])=[CH:15][CH:16]=[C:11]3[CH:10]=[N:9]2)=[CH:5][CH:4]=1.[OH-].[K+].[S:27](Cl)([C:30]1[CH:36]=[CH:35][C:33]([CH3:34])=[CH:32][CH:31]=1)(=[O:29])=[O:28]. Product: [CH3:34][C:33]1[CH:35]=[CH:36][C:30]([S:27]([O:22][CH2:21][CH2:20][CH2:19][CH2:18][O:17][C:14]2[N:13]=[C:12]3[N:8]([CH2:7][C:6]4[CH:23]=[CH:24][C:3]([O:2][CH3:1])=[CH:4][CH:5]=4)[N:9]=[CH:10][C:11]3=[CH:16][CH:15]=2)(=[O:29])=[O:28])=[CH:31][CH:32]=1. The catalyst class is: 13. (2) Reactant: [C:1]([C:4]1[S:8][C:7]([NH:9][C:10](=[O:25])[C:11]2[CH:16]=[C:15]([C:17]([F:20])([F:19])[F:18])[CH:14]=[C:13]([C:21]([F:24])([F:23])[F:22])[CH:12]=2)=[N:6][C:5]=1[C:26]([F:32])([F:31])[C:27]([F:30])([F:29])[F:28])(O)=[O:2].S(Cl)([Cl:35])=O. Product: [Cl:35][C:1]([C:4]1[S:8][C:7]([NH:9][C:10](=[O:25])[C:11]2[CH:16]=[C:15]([C:17]([F:20])([F:19])[F:18])[CH:14]=[C:13]([C:21]([F:24])([F:23])[F:22])[CH:12]=2)=[N:6][C:5]=1[C:26]([F:32])([F:31])[C:27]([F:30])([F:29])[F:28])=[O:2]. The catalyst class is: 48. (3) Reactant: [C:1]1([NH:7][C:8]2[CH:13]=[CH:12][CH:11]=[CH:10][CH:9]=2)[CH:6]=[CH:5][CH:4]=[CH:3][CH:2]=1.Br[C:15]1[CH:20]=[CH:19][C:18]([CH3:21])=[CH:17][CH:16]=1.C1(C)C=CC=CC=1P(C1C=CC=CC=1C)C1C=CC=CC=1C.CC(C)([O-])C.[Na+]. Product: [CH3:21][C:18]1[CH:19]=[CH:20][C:15]([N:7]([C:8]2[CH:9]=[CH:10][CH:11]=[CH:12][CH:13]=2)[C:1]2[CH:6]=[CH:5][CH:4]=[CH:3][CH:2]=2)=[CH:16][CH:17]=1. The catalyst class is: 164. (4) Reactant: C([Li])CCC.Br[C:7]1[CH:12]=[CH:11][CH:10]=[CH:9][C:8]=1[C:13]1[CH:18]=[C:17]([Cl:19])[CH:16]=[CH:15][C:14]=1[O:20][CH2:21][C:22]1[CH:27]=[CH:26][CH:25]=[CH:24][CH:23]=1.[B:28](OC(C)C)([O:33]C(C)C)[O:29]C(C)C.Cl. Product: [Cl:19][C:17]1[CH:16]=[CH:15][C:14]([O:20][CH2:21][C:22]2[CH:27]=[CH:26][CH:25]=[CH:24][CH:23]=2)=[C:13]([C:8]2[CH:9]=[CH:10][CH:11]=[CH:12][C:7]=2[B:28]([OH:33])[OH:29])[CH:18]=1. The catalyst class is: 7. (5) Reactant: [NH2:1][C:2]1[C:19]([N+:20]([O-:22])=[O:21])=[CH:18][C:5]([C:6]([NH:8][C:9]2[CH:17]=[C:16]3[C:12]([CH:13]=[N:14][NH:15]3)=[CH:11][CH:10]=2)=[O:7])=[C:4](Cl)[CH:3]=1.[NH:24]1[CH2:29][CH2:28][NH:27][CH2:26][CH2:25]1. Product: [NH2:1][C:2]1[C:19]([N+:20]([O-:22])=[O:21])=[CH:18][C:5]([C:6]([NH:8][C:9]2[CH:17]=[C:16]3[C:12]([CH:13]=[N:14][NH:15]3)=[CH:11][CH:10]=2)=[O:7])=[C:4]([N:24]2[CH2:29][CH2:28][NH:27][CH2:26][CH2:25]2)[CH:3]=1. The catalyst class is: 12. (6) Reactant: [OH:1][CH2:2][C:3]1[CH2:4][CH:5]([CH2:9][C:10]2[NH:11][C:12](=[S:15])[NH:13][CH:14]=2)[CH2:6][CH2:7][CH:8]=1.CCO. Product: [OH:1][CH2:2][C:3]1[CH2:4][C@H:5]([CH2:9][C:10]2[NH:11][C:12](=[S:15])[NH:13][CH:14]=2)[CH2:6][CH2:7][CH:8]=1. The catalyst class is: 81. (7) Reactant: [I:1][C:2]1[CH:7]=[C:6]([O:8][C:9]([F:12])([F:11])[F:10])[CH:5]=[CH:4][C:3]=1[OH:13].C(=O)([O-])[O-].[K+].[K+].[C:20]([C:22]1[CH:23]=[C:24]([S:29]([NH:32][C:33]2[S:37][N:36]=[CH:35][N:34]=2)(=[O:31])=[O:30])[CH:25]=[CH:26][C:27]=1F)#[N:21].Cl. Product: [C:20]([C:22]1[CH:23]=[C:24]([S:29]([NH:32][C:33]2[S:37][N:36]=[CH:35][N:34]=2)(=[O:31])=[O:30])[CH:25]=[CH:26][C:27]=1[O:13][C:3]1[CH:4]=[CH:5][C:6]([O:8][C:9]([F:11])([F:12])[F:10])=[CH:7][C:2]=1[I:1])#[N:21]. The catalyst class is: 148. (8) Reactant: Cl.[NH:2]([CH2:4][C:5]([O:7]CC)=[O:6])[NH2:3].[O:10]1[C:14]2[CH:15]=[CH:16][C:17]([C@@H:19]([CH2:24][C:25]3[CH:29]=[C:28]([O:30][CH2:31][CH2:32][C:33]4[CH:42]=[CH:41][C:40]5[CH2:39][CH2:38][CH2:37][NH:36][C:35]=5[N:34]=4)N(C)N=3)[CH2:20][C:21]([OH:23])=[O:22])=[CH:18][C:13]=2[O:12][CH2:11]1. Product: [O:10]1[C:14]2[CH:15]=[CH:16][C:17]([C@@H:19]([CH2:24][C:25]3[CH:29]=[C:28]([O:30][CH2:31][CH2:32][C:33]4[CH:42]=[CH:41][C:40]5[CH2:39][CH2:38][CH2:37][NH:36][C:35]=5[N:34]=4)[N:2]([CH2:4][C:5]([OH:7])=[O:6])[N:3]=3)[CH2:20][C:21]([OH:23])=[O:22])=[CH:18][C:13]=2[O:12][CH2:11]1. The catalyst class is: 8. (9) Reactant: [Cl:1][C:2]1[C:9]([CH3:10])=[C:8]([C:11]2[C@@H:12]([O:20][CH3:21])[C@@H:13]3[C@@H:18]([OH:19])[CH2:17][CH2:16][N:14]3[N:15]=2)[CH:7]=[CH:6][C:3]=1[C:4]#[N:5].[H-].[Na+].[CH3:24]I. Product: [Cl:1][C:2]1[C:9]([CH3:10])=[C:8]([C:11]2[C@@H:12]([O:20][CH3:21])[C@@H:13]3[C@@H:18]([O:19][CH3:24])[CH2:17][CH2:16][N:14]3[N:15]=2)[CH:7]=[CH:6][C:3]=1[C:4]#[N:5]. The catalyst class is: 1. (10) Reactant: [C:12]([O:11][C:9](O[C:9]([O:11][C:12]([CH3:15])([CH3:14])[CH3:13])=[O:10])=[O:10])([CH3:15])([CH3:14])[CH3:13].Cl.[CH2:17]1[C:29]2[C:28]3[CH:27]=[CH:26][CH:25]=[CH:24][C:23]=3[NH:22][C:21]=2[CH2:20][CH2:19][NH:18]1.CCN(C(C)C)C(C)C.OS([O-])(=O)=O.[K+]. Product: [C:12]([O:11][C:9]([N:18]1[CH2:19][CH2:20][C:21]2[NH:22][C:23]3[CH:24]=[CH:25][CH:26]=[CH:27][C:28]=3[C:29]=2[CH2:17]1)=[O:10])([CH3:13])([CH3:14])[CH3:15]. The catalyst class is: 46.